From a dataset of Forward reaction prediction with 1.9M reactions from USPTO patents (1976-2016). Predict the product of the given reaction. (1) Given the reactants OC(C)(C)[CH2:3][C@@:4]1([C:28]2[CH:33]=[CH:32][CH:31]=[CH:30][CH:29]=2)[O:9][C:8](=[O:10])[N:7]([C@H:11]([C:13]2[CH:18]=[CH:17][C:16](B3OC(C)(C)C(C)(C)O3)=[CH:15][CH:14]=2)[CH3:12])[CH2:6][CH2:5]1.[C:36]([O-:39])([O-])=O.[Cs+].[Cs+], predict the reaction product. The product is: [OH:9][C:4]([CH3:5])([CH3:3])[CH2:3][C@@:4]1([C:28]2[CH:33]=[CH:32][CH:31]=[CH:30][CH:29]=2)[O:9][C:8](=[O:10])[N:7]([C@H:11]([C:13]2[CH:18]=[CH:17][C:16]([C:14]3[CH:13]=[CH:11][NH:7][C:36](=[O:39])[CH:15]=3)=[CH:15][CH:14]=2)[CH3:12])[CH2:6][CH2:5]1. (2) Given the reactants Cl[C:2]1[C:3]2[C:4](=[N:8][N:9]([CH2:11][C:12]3[CH:17]=[CH:16][C:15]([CH2:18][N:19]4[CH:23]=[CH:22][CH:21]=[N:20]4)=[CH:14][CH:13]=3)[CH:10]=2)[N:5]=[CH:6][N:7]=1.[Cl:24][C:25]1[CH:26]=[C:27]([CH2:33][NH2:34])[CH:28]=[CH:29][C:30]=1[O:31][CH3:32], predict the reaction product. The product is: [N:19]1([CH2:18][C:15]2[CH:16]=[CH:17][C:12]([CH2:11][N:9]3[CH:10]=[C:3]4[C:4]([N:5]=[CH:6][N:7]=[C:2]4[NH:34][CH2:33][C:27]4[CH:28]=[CH:29][C:30]([O:31][CH3:32])=[C:25]([Cl:24])[CH:26]=4)=[N:8]3)=[CH:13][CH:14]=2)[CH:23]=[CH:22][CH:21]=[N:20]1. (3) Given the reactants C[C@@:2]1(C([O-])=O)[NH:7][CH2:6][CH2:5][N:4]([C:8]([O:10][C:11]([CH3:14])([CH3:13])[CH3:12])=[O:9])[CH2:3]1.C=O.[C:30]([O:29][BH-]([O:29][C:30](=[O:32])[CH3:31])[O:29][C:30](=[O:32])[CH3:31])(=[O:32])[CH3:31].[Na+].[CH3:34]C(O)=O, predict the reaction product. The product is: [CH3:6][N:7]1[CH2:2][CH2:3][N:4]([C:8]([O:10][C:11]([CH3:14])([CH3:13])[CH3:12])=[O:9])[CH2:5][C@@H:31]1[C:30]([O:29][CH3:34])=[O:32]. (4) Given the reactants N#N.[NH:3]1[CH2:7][CH2:6][CH2:5][CH2:4]1.O=[C:9]([CH3:21])[CH2:10][CH2:11][CH2:12][NH:13][C:14](=[O:20])[O:15][C:16]([CH3:19])([CH3:18])[CH3:17].[BH-](OC(C)=O)(OC(C)=O)OC(C)=O.[Na+].C([O-])(O)=O.[Na+], predict the reaction product. The product is: [C:16]([O:15][C:14]([NH:13][CH2:12][CH2:11][CH2:10][CH:9]([N:3]1[CH2:7][CH2:6][CH2:5][CH2:4]1)[CH3:21])=[O:20])([CH3:19])([CH3:18])[CH3:17]. (5) Given the reactants C[O:2][C:3]1[CH:15]=[C:14]([N+:16]([O-:18])=[O:17])[CH:13]=[CH:12][C:4]=1[O:5][CH2:6][CH2:7][CH2:8][N:9]([CH3:11])[CH3:10].C(=O)(O)[O-].[Na+], predict the reaction product. The product is: [CH3:11][N:9]([CH3:10])[CH2:8][CH2:7][CH2:6][O:5][C:4]1[CH:12]=[CH:13][C:14]([N+:16]([O-:18])=[O:17])=[CH:15][C:3]=1[OH:2].